This data is from Peptide-MHC class I binding affinity with 185,985 pairs from IEDB/IMGT. The task is: Regression. Given a peptide amino acid sequence and an MHC pseudo amino acid sequence, predict their binding affinity value. This is MHC class I binding data. (1) The peptide sequence is VMKRNFIDF. The MHC is HLA-B35:01 with pseudo-sequence HLA-B35:01. The binding affinity (normalized) is 0.350. (2) The peptide sequence is KLLISCWQR. The MHC is HLA-A03:01 with pseudo-sequence HLA-A03:01. The binding affinity (normalized) is 0.578. (3) The binding affinity (normalized) is 0. The peptide sequence is PLPNRMKI. The MHC is Mamu-A01 with pseudo-sequence Mamu-A01.